From a dataset of Full USPTO retrosynthesis dataset with 1.9M reactions from patents (1976-2016). Predict the reactants needed to synthesize the given product. Given the product [CH3:42][N:43]([CH3:44])[C:45]([C:11]1[CH:10]=[C:9]([O:8][CH2:1][C:2]2[CH:7]=[CH:6][CH:5]=[CH:4][CH:3]=2)[C:17]2[N:16]=[C:15]([CH3:18])[N:14]([CH2:19][O:20][CH3:21])[C:13]=2[CH:12]=1)=[O:47], predict the reactants needed to synthesize it. The reactants are: [CH2:1]([O:8][C:9]1[C:17]2[N:16]=[C:15]([CH3:18])[N:14]([CH2:19][O:20][CH3:21])[C:13]=2[CH:12]=[CH:11][C:10]=1Br)[C:2]1[CH:7]=[CH:6][CH:5]=[CH:4][CH:3]=1.C1(P(C2C=CC=CC=2)C2C=CC=CC=2)C=CC=CC=1.[CH3:42][NH:43][CH3:44].[C:45](=[O:47])=O.